From a dataset of Catalyst prediction with 721,799 reactions and 888 catalyst types from USPTO. Predict which catalyst facilitates the given reaction. (1) Reactant: Cl[CH2:2][C:3]1[N:4]=[C:5]2[N:24]=[C:23]([C:25]3[C:30]([C:31]([F:34])([F:33])[F:32])=[CH:29][CH:28]=[CH:27][N:26]=3)[CH:22]=[CH:21][C:6]2=[C:7]2[C:16]=1[O:15][C:14]1[C:9](=[CH:10][CH:11]=[C:12]([C:17]([F:20])([F:19])[F:18])[CH:13]=1)[NH:8]2.C[C@H:36]1COC[C@@H:38](C)[NH:37]1.[CH3:43][CH2:44][O:45][C:46]([CH3:48])=O. Product: [CH3:43][C@H:44]1[O:45][C@@H:46]([CH3:48])[CH2:38][N:37]([CH2:2][C:3]2[N:4]=[C:5]3[N:24]=[C:23]([C:25]4[C:30]([C:31]([F:34])([F:33])[F:32])=[CH:29][CH:28]=[CH:27][N:26]=4)[CH:22]=[CH:21][C:6]3=[C:7]3[C:16]=2[O:15][C:14]2[C:9](=[CH:10][CH:11]=[C:12]([C:17]([F:20])([F:19])[F:18])[CH:13]=2)[NH:8]3)[CH2:36]1. The catalyst class is: 44. (2) Reactant: C[O:2][C:3](=O)[CH2:4][S:5][CH:6]([C:11]1[CH:16]=[CH:15][C:14]([N+:17]([O-])=O)=[CH:13][CH:12]=1)[CH2:7][N+:8]([O-])=O. Product: [NH2:17][C:14]1[CH:15]=[CH:16][C:11]([CH:6]2[CH2:7][NH:8][C:3](=[O:2])[CH2:4][S:5]2)=[CH:12][CH:13]=1. The catalyst class is: 763. (3) Reactant: CC(C1C=C(C(C)C)C(C2C=CC=CC=2P(C2CCCCC2)C2CCCCC2)=C(C(C)C)C=1)C.C(=O)([O-])[O-].[Cs+].[Cs+].O1CCOCC1.Br[C:48]1[CH:53]=[C:52]([F:54])[CH:51]=[CH:50][C:49]=1[CH3:55].[C:56]([O:60][C:61]([N:63]1[CH2:68][CH2:67][NH:66][CH2:65][CH2:64]1)=[O:62])([CH3:59])([CH3:58])[CH3:57]. Product: [C:56]([O:60][C:61]([N:63]1[CH2:68][CH2:67][N:66]([C:48]2[CH:53]=[C:52]([F:54])[CH:51]=[CH:50][C:49]=2[CH3:55])[CH2:65][CH2:64]1)=[O:62])([CH3:59])([CH3:57])[CH3:58]. The catalyst class is: 167. (4) Reactant: [Cl:1][C:2]1[CH:3]=[C:4]2[C:8](=[CH:9][CH:10]=1)[NH:7][CH:6]=[C:5]2[CH2:11][CH2:12][NH:13][C:14]([C:16]1[CH:20]=[C:19]([CH2:21]Cl)[O:18][N:17]=1)=[O:15].[Na+].[I-].[CH2:25]([NH2:27])[CH3:26]. Product: [Cl:1][C:2]1[CH:3]=[C:4]2[C:8](=[CH:9][CH:10]=1)[NH:7][CH:6]=[C:5]2[CH2:11][CH2:12][NH:13][C:14]([C:16]1[CH:20]=[C:19]([CH2:21][NH:27][CH2:25][CH3:26])[O:18][N:17]=1)=[O:15]. The catalyst class is: 1.